This data is from Reaction yield outcomes from USPTO patents with 853,638 reactions. The task is: Predict the reaction yield, written as a fraction of the theoretical maximum amount of product (1.0 means a 100% yield; for example, 0.34 means a 34% yield). (1) The reactants are [N:1]1([CH:10]([NH:14][C:15]([O:17][CH2:18][C:19]2[CH:24]=[CH:23][CH:22]=[CH:21][CH:20]=2)=[O:16])[C:11](O)=[O:12])C2C=CC=CC=2N=N1.C(Cl)(=O)C(Cl)=O.[NH2:31][C:32]1[CH:37]=[C:36]([Br:38])[CH:35]=[CH:34][C:33]=1[C:39](=O)[CH3:40].CN1CCOCC1.C([O-])(=O)C.[NH4+].[OH-].[Na+]. The catalyst is C(Cl)Cl.O1CCCC1.CO.O.CN(C)C=O. The product is [Br:38][C:36]1[CH:35]=[CH:34][C:33]2[C:39]([CH3:40])=[N:1][CH:10]([NH:14][C:15](=[O:16])[O:17][CH2:18][C:19]3[CH:24]=[CH:23][CH:22]=[CH:21][CH:20]=3)[C:11](=[O:12])[NH:31][C:32]=2[CH:37]=1. The yield is 0.530. (2) The reactants are [Cl:1][C:2]1[S:9][C:8]2[CH:7]=[C:6]([C:10]([NH:12][C@@H:13]3[CH2:21][C:20]4[C:15](=[CH:16][CH:17]=[CH:18][CH:19]=4)[C@H:14]3[N:22]([C:24]([C@H:26]3[CH2:30][O:29]C(C)(C)[O:27]3)=[O:25])[CH3:23])=[O:11])[NH:5][C:4]=2[C:3]=1[Cl:33].O. The catalyst is C(O)(=O)C. The product is [Cl:1][C:2]1[S:9][C:8]2[CH:7]=[C:6]([C:10]([NH:12][C@@H:13]3[CH2:21][C:20]4[C:15](=[CH:16][CH:17]=[CH:18][CH:19]=4)[C@H:14]3[N:22]([C:24](=[O:25])[C@H:26]([OH:27])[CH2:30][OH:29])[CH3:23])=[O:11])[NH:5][C:4]=2[C:3]=1[Cl:33]. The yield is 0.760. (3) The yield is 0.830. The reactants are [NH2:1][C:2]1[S:3][C:4]([CH3:11])=[CH:5][C:6]=1[C:7]([O:9][CH3:10])=[O:8].[OH-].[K+].ClC(OC(Cl)(Cl)Cl)=[O:16]. The catalyst is O. The product is [CH3:11][C:4]1[S:3][C:2]2[NH:1][C:10](=[O:16])[O:9][C:7](=[O:8])[C:6]=2[CH:5]=1. (4) The reactants are COCCOC[O:7][C:8]1[C:13]([C:14]2[CH:19]=[CH:18][CH:17]=[CH:16][CH:15]=2)=[CH:12][C:11]([O:20][CH2:21][CH2:22][CH2:23][CH3:24])=[CH:10][C:9]=1[C:25]1[CH:30]=[CH:29][CH:28]=[CH:27][CH:26]=1. The catalyst is C(Cl)Cl.CCOC(C)=O.[Zn+2].[Br-].[Br-]. The product is [CH2:21]([O:20][C:11]1[CH:12]=[C:13]([C:14]2[CH:19]=[CH:18][CH:17]=[CH:16][CH:15]=2)[C:8]([OH:7])=[C:9]([C:25]2[CH:30]=[CH:29][CH:28]=[CH:27][CH:26]=2)[CH:10]=1)[CH2:22][CH2:23][CH3:24]. The yield is 0.920. (5) The reactants are [CH:1]1[C:9]2[C:8]3[CH:10]=[CH:11][CH:12]=[CH:13][C:7]=3[O:6][C:5]=2[C:4]([Si:14]([C:27]2[CH:32]=[CH:31][CH:30]=[CH:29][CH:28]=2)([C:21]2[CH:26]=[CH:25][CH:24]=[CH:23][CH:22]=2)[C:15]2[CH:20]=[CH:19][CH:18]=[CH:17][CH:16]=2)=[CH:3][CH:2]=1.C([Li])CCC.CCCCCC.[I:44]I. The catalyst is C1COCC1.CCOCC. The product is [I:44][C:13]1[C:7]2[O:6][C:5]3[C:4]([Si:14]([C:27]4[CH:32]=[CH:31][CH:30]=[CH:29][CH:28]=4)([C:21]4[CH:22]=[CH:23][CH:24]=[CH:25][CH:26]=4)[C:15]4[CH:20]=[CH:19][CH:18]=[CH:17][CH:16]=4)=[CH:3][CH:2]=[CH:1][C:9]=3[C:8]=2[CH:10]=[CH:11][CH:12]=1. The yield is 0.620. (6) The reactants are C([O:8][C:9]1[C:14](=[O:15])[CH:13]=[C:12]([CH2:16][NH:17][S:18]([C:21]2[CH:26]=[CH:25][C:24]([CH3:27])=[CH:23][CH:22]=2)(=[O:20])=[O:19])[N:11]([CH3:28])[C:10]=1[C:29]([OH:31])=[O:30])C1C=CC=CC=1.C1(S(C(N)C2N(C)C(C(O)=O)=C(O)C(=O)C=2)(=O)=O)C=CC=CC=1. No catalyst specified. The product is [OH:8][C:9]1[C:14](=[O:15])[CH:13]=[C:12]([CH2:16][NH:17][S:18]([C:21]2[CH:26]=[CH:25][C:24]([CH3:27])=[CH:23][CH:22]=2)(=[O:19])=[O:20])[N:11]([CH3:28])[C:10]=1[C:29]([OH:31])=[O:30]. The yield is 0.0941.